Dataset: Forward reaction prediction with 1.9M reactions from USPTO patents (1976-2016). Task: Predict the product of the given reaction. (1) Given the reactants [F:1][C:2]1[CH:3]=[C:4]2[C:8](=[CH:9][CH:10]=1)[NH:7][C:6]([CH3:11])=[CH:5]2.[CH3:12][S:13]([C:16]1[CH:17]=[CH:18][CH:19]=[C:20]2[C:25]=1[N:24]=[CH:23][CH:22]=[C:21]2Cl)(=[O:15])=[O:14], predict the reaction product. The product is: [F:1][C:2]1[CH:3]=[C:4]2[C:8](=[CH:9][CH:10]=1)[NH:7][C:6]([CH3:11])=[C:5]2[C:21]1[C:20]2[C:25](=[C:16]([S:13]([CH3:12])(=[O:14])=[O:15])[CH:17]=[CH:18][CH:19]=2)[N:24]=[CH:23][CH:22]=1. (2) Given the reactants [CH3:1][C:2]1[C:7]([NH2:8])=[CH:6][C:5]([CH:9]2[CH2:14][CH2:13][N:12]([CH3:15])[CH2:11][C:10]2([CH3:17])[CH3:16])=[CH:4][N:3]=1.[C:18]([O:22][C:23]([NH:25][C:26](=[N:29][C:30]([O:32][C:33]([CH3:36])([CH3:35])[CH3:34])=[O:31])SC)=[O:24])([CH3:21])([CH3:20])[CH3:19], predict the reaction product. The product is: [C:33]([O:32][C:30](=[O:31])[NH:29]/[C:26](/[NH:8][C:7]1[C:2]([CH3:1])=[N:3][CH:4]=[C:5]([CH:9]2[CH2:14][CH2:13][N:12]([CH3:15])[CH2:11][C:10]2([CH3:17])[CH3:16])[CH:6]=1)=[N:25]\[C:23](=[O:24])[O:22][C:18]([CH3:21])([CH3:20])[CH3:19])([CH3:36])([CH3:34])[CH3:35]. (3) Given the reactants [CH3:1][C:2]1[CH:3]=[CH:4][C:5]([NH:12][C:13]2[CH:18]=[CH:17][C:16]([Cl:19])=[C:15]([CH3:20])[C:14]=2[Cl:21])=[C:6]([CH2:8][C:9]([OH:11])=[O:10])[CH:7]=1.[OH-].[K+:23].O, predict the reaction product. The product is: [CH3:1][C:2]1[CH:3]=[CH:4][C:5]([NH:12][C:13]2[CH:18]=[CH:17][C:16]([Cl:19])=[C:15]([CH3:20])[C:14]=2[Cl:21])=[C:6]([CH2:8][C:9]([O-:11])=[O:10])[CH:7]=1.[K+:23].